From a dataset of Reaction yield outcomes from USPTO patents with 853,638 reactions. Predict the reaction yield, written as a fraction of the theoretical maximum amount of product (1.0 means a 100% yield; for example, 0.34 means a 34% yield). (1) The reactants are [CH3:1][O:2][C:3]1[CH:40]=[CH:39][C:6]([CH2:7][N:8]2[C:12]3=[N:13][CH:14]=[CH:15][C:16]([O:17][C:18]4[CH:23]=[CH:22][C:21]([NH2:24])=[CH:20][C:19]=4[F:25])=[C:11]3[C:10]([C:26]3[CH2:31][CH2:30][N:29]([C:32]([O:34][C:35]([CH3:38])([CH3:37])[CH3:36])=[O:33])[CH2:28][CH:27]=3)=[N:9]2)=[CH:5][CH:4]=1.CC1C=CC(S(NN)(=O)=O)=CC=1. The catalyst is C1(C)C=CC=CC=1. The product is [NH2:24][C:21]1[CH:22]=[CH:23][C:18]([O:17][C:16]2[CH:15]=[CH:14][N:13]=[C:12]3[N:8]([CH2:7][C:6]4[CH:5]=[CH:4][C:3]([O:2][CH3:1])=[CH:40][CH:39]=4)[N:9]=[C:10]([CH:26]4[CH2:27][CH2:28][N:29]([C:32]([O:34][C:35]([CH3:37])([CH3:36])[CH3:38])=[O:33])[CH2:30][CH2:31]4)[C:11]=23)=[C:19]([F:25])[CH:20]=1. The yield is 0.339. (2) The reactants are [CH3:1][O:2][C:3]1[C:7]2[C:8](=[O:25])[N:9]([CH2:16][C:17](=[O:24])[C:18]3[CH:23]=[CH:22][CH:21]=[CH:20][CH:19]=3)[C:10]3[CH:11]=[CH:12][CH:13]=[CH:14][C:15]=3[C:6]=2[N:5]([CH3:26])[C:4]=1[C:27]([NH:29][CH:30]1[CH2:35][CH2:34][NH:33][CH2:32][CH2:31]1)=[O:28].I[C:37]1[CH:42]=[CH:41][CH:40]=[CH:39][N:38]=1.C(=O)([O-])[O-].[K+].[K+].BrC1C=CC=CN=1.C(N(CC)CC)C. The catalyst is CN(C=O)C.O. The product is [CH3:1][O:2][C:3]1[C:7]2[C:8](=[O:25])[N:9]([CH2:16][C:17](=[O:24])[C:18]3[CH:23]=[CH:22][CH:21]=[CH:20][CH:19]=3)[C:10]3[CH:11]=[CH:12][CH:13]=[CH:14][C:15]=3[C:6]=2[N:5]([CH3:26])[C:4]=1[C:27]([NH:29][CH:30]1[CH2:31][CH2:32][N:33]([C:37]2[CH:42]=[CH:41][CH:40]=[CH:39][N:38]=2)[CH2:34][CH2:35]1)=[O:28]. The yield is 0.120. (3) The reactants are [CH3:1][N:2]1[C:8](=[O:9])[C:7]2[CH:10]=[C:11]([N+:14]([O-])=O)[CH:12]=[CH:13][C:6]=2[NH:5][C:4](=[O:17])[CH2:3]1.C1COCC1.C(O)C. The catalyst is C(O)C.[Pd]. The product is [CH3:1][N:2]1[C:8](=[O:9])[C:7]2[CH:10]=[C:11]([NH2:14])[CH:12]=[CH:13][C:6]=2[NH:5][C:4](=[O:17])[CH2:3]1. The yield is 0.300. (4) The reactants are Cl[C:2]1[C:11]2[C:6](=[CH:7][C:8]([O:16][CH3:17])=[C:9]([O:12][CH2:13][CH2:14][Cl:15])[CH:10]=2)[N:5]=[CH:4][N:3]=1.[NH2:18][C:19]1[C:24]([Cl:25])=[CH:23][N:22]=[C:21]2[O:26][CH2:27][O:28][C:20]=12. No catalyst specified. The product is [Cl:15][CH2:14][CH2:13][O:12][C:9]1[CH:10]=[C:11]2[C:6](=[CH:7][C:8]=1[O:16][CH3:17])[N:5]=[CH:4][N:3]=[C:2]2[NH:18][C:19]1[C:24]([Cl:25])=[CH:23][N:22]=[C:21]2[O:26][CH2:27][O:28][C:20]=12. The yield is 0.590. (5) The reactants are [C:1]1([C:7]2[CH:15]=[CH:14][CH:13]=[C:12]3[C:8]=2[CH2:9][C:10](=[O:16])[NH:11]3)[CH:6]=[CH:5][CH:4]=[CH:3][CH:2]=1.[CH2:17]([O:19][C:20]([C:22]1[C:26]([CH2:27][CH2:28][CH2:29][N:30]2[CH2:35][CH2:34][N:33]([CH3:36])[CH2:32][CH2:31]2)=[C:25]([CH:37]=O)[NH:24][C:23]=1[CH3:39])=[O:21])[CH3:18].N1CCCCC1. The catalyst is C(O)C. The product is [CH2:17]([O:19][C:20]([C:22]1[C:26]([CH2:27][CH2:28][CH2:29][N:30]2[CH2:35][CH2:34][N:33]([CH3:36])[CH2:32][CH2:31]2)=[C:25]([CH:37]=[C:9]2[C:8]3[C:12](=[CH:13][CH:14]=[CH:15][C:7]=3[C:1]3[CH:2]=[CH:3][CH:4]=[CH:5][CH:6]=3)[NH:11][C:10]2=[O:16])[NH:24][C:23]=1[CH3:39])=[O:21])[CH3:18]. The yield is 0.290. (6) The reactants are Br[C:2]1[CH:7]=[CH:6][C:5]([CH2:8][C@H:9]([NH:13][C:14](=[O:20])[O:15][C:16]([CH3:19])([CH3:18])[CH3:17])[CH2:10][CH2:11][OH:12])=[CH:4][CH:3]=1.C([Sn](CCCC)(CCCC)[C:26]([O:28][CH2:29][CH3:30])=[CH2:27])CCC. The catalyst is O1CCOCC1.Cl[Pd](Cl)([P](C1C=CC=CC=1)(C1C=CC=CC=1)C1C=CC=CC=1)[P](C1C=CC=CC=1)(C1C=CC=CC=1)C1C=CC=CC=1. The product is [CH2:29]([O:28][C:26]([C:2]1[CH:7]=[CH:6][C:5]([CH2:8][C@H:9]([NH:13][C:14](=[O:20])[O:15][C:16]([CH3:19])([CH3:18])[CH3:17])[CH2:10][CH2:11][OH:12])=[CH:4][CH:3]=1)=[CH2:27])[CH3:30]. The yield is 0.770. (7) The yield is 0.390. The product is [NH2:1][C:2]1[N:3]=[C:4]([N:21]2[CH2:26][CH2:25][NH:24][CH2:23][CH:22]2[C:27](=[O:36])[NH:28][C:29]2[CH:34]=[CH:33][C:32]([F:35])=[CH:31][CH:30]=2)[C:5]2[N:11]=[C:10]([C:12]3[CH:17]=[CH:16][C:15]([O:18][CH:44]([CH3:46])[CH3:45])=[C:14]([O:19][CH3:20])[CH:13]=3)[CH:9]=[CH:8][C:6]=2[N:7]=1. The reactants are [NH2:1][C:2]1[N:3]=[C:4]([N:21]2[CH2:26][CH2:25][NH:24][CH2:23][CH:22]2[C:27](=[O:36])[NH:28][C:29]2[CH:34]=[CH:33][C:32]([F:35])=[CH:31][CH:30]=2)[C:5]2[N:11]=[C:10]([C:12]3[CH:17]=[CH:16][C:15]([OH:18])=[C:14]([O:19][CH3:20])[CH:13]=3)[CH:9]=[CH:8][C:6]=2[N:7]=1.C(=O)([O-])[O-].[K+].[K+].I[CH:44]([CH3:46])[CH3:45]. The catalyst is CC(C)=O.